From a dataset of Forward reaction prediction with 1.9M reactions from USPTO patents (1976-2016). Predict the product of the given reaction. Given the reactants [CH2:1]([NH:3][C:4]1[CH:5]=[C:6]([C:13](=[O:15])[CH3:14])[CH:7]=[CH:8][C:9]=1[N+:10]([O-])=O)[CH3:2], predict the reaction product. The product is: [NH2:10][C:9]1[CH:8]=[CH:7][C:6]([C:13](=[O:15])[CH3:14])=[CH:5][C:4]=1[NH:3][CH2:1][CH3:2].